This data is from Reaction yield outcomes from USPTO patents with 853,638 reactions. The task is: Predict the reaction yield, written as a fraction of the theoretical maximum amount of product (1.0 means a 100% yield; for example, 0.34 means a 34% yield). (1) The reactants are [CH3:1][N:2]1[CH2:15][CH2:14][C:5]2[NH:6][C:7]3[CH:8]=[CH:9][C:10]([CH3:13])=[CH:11][C:12]=3[C:4]=2[CH2:3]1.[OH-].[K+].[CH2:18]([C:21]1[CH:26]=[CH:25][C:24]([CH:27]=[CH2:28])=[CH:23][N:22]=1)[CH2:19][CH3:20]. The catalyst is CN1CCCC1=O.O. The product is [CH3:1][N:2]1[CH2:15][CH2:14][C:5]2[N:6]([CH2:28][CH2:27][C:24]3[CH:23]=[N:22][C:21]([CH2:18][CH2:19][CH3:20])=[CH:26][CH:25]=3)[C:7]3[CH:8]=[CH:9][C:10]([CH3:13])=[CH:11][C:12]=3[C:4]=2[CH2:3]1. The yield is 0.0900. (2) The reactants are [Li+].[OH-].[C:3]([O:7][C:8]([NH:10][C@@H:11]([CH2:16][C:17]1[CH:18]=[N:19][C:20]([C:23]([F:26])([F:25])[F:24])=[CH:21][CH:22]=1)[C:12]([O:14]C)=[O:13])=[O:9])([CH3:6])([CH3:5])[CH3:4]. No catalyst specified. The product is [C:3]([O:7][C:8]([NH:10][C@@H:11]([CH2:16][C:17]1[CH:18]=[N:19][C:20]([C:23]([F:26])([F:24])[F:25])=[CH:21][CH:22]=1)[C:12]([OH:14])=[O:13])=[O:9])([CH3:6])([CH3:4])[CH3:5]. The yield is 0.660.